This data is from Reaction yield outcomes from USPTO patents with 853,638 reactions. The task is: Predict the reaction yield, written as a fraction of the theoretical maximum amount of product (1.0 means a 100% yield; for example, 0.34 means a 34% yield). (1) The reactants are [NH2:1][C:2]([NH:4][CH:5]([CH2:10][C:11]1[CH:16]=[CH:15][CH:14]=[CH:13][CH:12]=1)[C:6](OC)=O)=[O:3].[H-].C([Al+]CC(C)C)C(C)C. The catalyst is ClCCl.Cl. The product is [CH2:10]([CH:5]1[CH2:6][NH:1][C:2](=[O:3])[NH:4]1)[C:11]1[CH:16]=[CH:15][CH:14]=[CH:13][CH:12]=1. The yield is 0.420. (2) The reactants are [Li]CCCC.C(#N)C.[Li].C(#N)C.[CH3:13][C:14]1([S:17][CH2:16]1)[CH3:15].[OH-:18].[Na+].[CH2:20]1[CH2:24][O:23]CC1. The catalyst is O.C(O)C. The product is [SH:17][C:14]([CH3:13])([CH3:15])[CH2:16][CH2:20][C:24]([OH:18])=[O:23]. The yield is 0.390. (3) The reactants are [OH:1][C@H:2]([CH2:16][OH:17])[CH2:3][O:4][C:5]1[CH:10]=[CH:9][CH:8]=[CH:7][C:6]=1[CH2:11][CH2:12][CH2:13][CH2:14][NH2:15].C(NCCCCC1C=CC=CC=1OC[C@@H](O)CO)(OCC1C=CC=CC=1)=O. No catalyst specified. The product is [OH:1][C@@H:2]([CH2:16][OH:17])[CH2:3][O:4][C:5]1[CH:10]=[CH:9][CH:8]=[CH:7][C:6]=1[CH2:11][CH2:12][CH2:13][CH2:14][NH2:15]. The yield is 0.990. (4) The reactants are C(O)(C(F)(F)F)=O.[CH2:8]([O:43][CH:44]1[C@H:48]2[C@H:49](OC3CCCCO3)[N:50](C(OC(C)(C)C)=O)[C:51]3[CH:58]=[CH:57][C:56]([O:59][CH3:60])=[CH:55][C:52]=3[C:53](=[O:54])[N:47]2[CH2:46][CH2:45]1)[CH2:9][CH2:10][O:11][CH:12]1[C@H:16]2[C@H:17](OC3CCCCO3)[N:18](C(OC(C)(C)C)=O)[C:19]3[CH:26]=[CH:25][C:24]([O:27][CH3:28])=[CH:23][C:20]=3[C:21](=[O:22])[N:15]2[CH2:14][CH2:13]1.C([O-])(O)=O.[Na+]. The catalyst is CO.C(Cl)(Cl)Cl. The product is [CH2:8]([O:43][CH:44]1[C@@H:48]2[CH:49]=[N:50][C:51]3[CH:58]=[CH:57][C:56]([O:59][CH3:60])=[CH:55][C:52]=3[C:53](=[O:54])[N:47]2[CH2:46][CH2:45]1)[CH2:9][CH2:10][O:11][CH:12]1[C@@H:16]2[CH:17]=[N:18][C:19]3[CH:26]=[CH:25][C:24]([O:27][CH3:28])=[CH:23][C:20]=3[C:21](=[O:22])[N:15]2[CH2:14][CH2:13]1. The yield is 0.700.